From a dataset of Peptide-MHC class II binding affinity with 134,281 pairs from IEDB. Regression. Given a peptide amino acid sequence and an MHC pseudo amino acid sequence, predict their binding affinity value. This is MHC class II binding data. The peptide sequence is RLTYQWHKEGSSIGK. The MHC is DRB1_1101 with pseudo-sequence DRB1_1101. The binding affinity (normalized) is 0.511.